Binary Classification. Given a drug SMILES string, predict its activity (active/inactive) in a high-throughput screening assay against a specified biological target. From a dataset of M1 muscarinic receptor antagonist screen with 61,756 compounds. (1) The molecule is FC(F)(F)c1cc(NC(=O)CN2CCN(CC2)c2ncccc2)ccc1. The result is 0 (inactive). (2) The compound is N(C(C)(C)C)c1nc(N(CC)C#N)nc(n1)NCC. The result is 0 (inactive). (3) The drug is o1c2c(nc1c1ccc(cc1)C(OC)=O)ccc(c2)C. The result is 0 (inactive). (4) The drug is S(=O)(=O)(Nc1cc2nc(n(c2cc1)C)CCN1CCCCC1)c1ccccc1. The result is 1 (active). (5) The drug is O(CCn1c(nc2n(c(=O)n(c(=O)c12)C)C)CN1CCN(CC1)CC)CC. The result is 0 (inactive). (6) The result is 0 (inactive). The drug is O=C(Nc1ccc(nc1)NC(=O)c1cc(OC)ccc1)C1CC1. (7) The drug is S(=O)(=O)(N(Cc1ccc(C(=O)N2CCN(CC2)C(OCC)=O)cc1)c1cc(c(cc1)C)C)C. The result is 0 (inactive).